Dataset: Forward reaction prediction with 1.9M reactions from USPTO patents (1976-2016). Task: Predict the product of the given reaction. (1) Given the reactants C([C:5]1[C:10]([C:11]2[CH:16]=[C:15]([C:17]3[CH:22]=[CH:21][CH:20]=[CH:19][C:18]=3[O:23]CC3C=CC(OC)=CC=3)[N:14]=[C:13]([NH2:33])[C:12]=2[CH2:34][OH:35])=[CH:9][CH2:8][CH2:7][N:6]=1)(C)(C)C.[ClH:36], predict the reaction product. The product is: [ClH:36].[NH2:33][C:13]1[N:14]=[C:15]([C:17]2[CH:22]=[CH:21][CH:20]=[CH:19][C:18]=2[OH:23])[CH:16]=[C:11]([C:10]2[CH2:5][NH:6][CH2:7][CH2:8][CH:9]=2)[C:12]=1[CH2:34][OH:35]. (2) The product is: [CH2:31]([N:3]([CH2:1][CH3:2])[C:4]([C:6]1[CH:7]=[CH:8][CH:9]=[C:10]2[C:14]=1[N:13]([CH3:35])[CH:12]=[C:11]2[CH2:15][C@H:16]([N:18]1[CH2:22][C@@H:21]([C:23]2[CH:28]=[CH:27][CH:26]=[C:25]([Cl:29])[CH:24]=2)[O:20][C:19]1=[O:30])[CH3:17])=[O:5])[CH3:32]. Given the reactants [CH2:1]([N:3]([CH2:31][CH3:32])[C:4]([C:6]1[CH:7]=[CH:8][CH:9]=[C:10]2[C:14]=1[NH:13][CH:12]=[C:11]2[CH2:15][C@H:16]([N:18]1[CH2:22][C@@H:21]([C:23]2[CH:28]=[CH:27][CH:26]=[C:25]([Cl:29])[CH:24]=2)[O:20][C:19]1=[O:30])[CH3:17])=[O:5])[CH3:2].CI.[C:35](=O)([O-])[O-].[K+].[K+], predict the reaction product. (3) Given the reactants [F:1][C:2]([F:11])([F:10])[C:3]1[CH:9]=[CH:8][C:6]([NH2:7])=[CH:5][CH:4]=1.[C:12]([O-])(O)=[O:13].[Na+].ClC(Cl)(OC(=O)OC(Cl)(Cl)Cl)Cl.[NH2:29][C:30]1[S:40][C:33]2[CH2:34][N:35]([CH2:38][CH3:39])[CH2:36][CH2:37][C:32]=2[C:31]=1[C:41]([NH2:43])=[O:42], predict the reaction product. The product is: [CH2:38]([N:35]1[CH2:36][CH2:37][C:32]2[C:31]([C:41]([NH2:43])=[O:42])=[C:30]([NH:29][C:12](=[O:13])[NH:7][C:6]3[CH:8]=[CH:9][C:3]([C:2]([F:10])([F:11])[F:1])=[CH:4][CH:5]=3)[S:40][C:33]=2[CH2:34]1)[CH3:39]. (4) Given the reactants [CH2:1]([NH:8][C:9](=[O:12])[CH2:10][Br:11])[C:2]1[CH:7]=[CH:6][CH:5]=[CH:4][CH:3]=1.Br[CH:14](C)C(O)=O.C(N)C1C=CC=CC=1.CCCCCC.CCOC(C)=O, predict the reaction product. The product is: [CH2:1]([NH:8][C:9](=[O:12])[CH:10]([Br:11])[CH3:14])[C:2]1[CH:7]=[CH:6][CH:5]=[CH:4][CH:3]=1. (5) Given the reactants [Si]([O:8][C@H:9]([C:23]1[CH:32]=[CH:31][C:30]([OH:33])=[C:29]2[C:24]=1[CH:25]=[CH:26][C:27](=[O:34])[NH:28]2)[CH2:10][NH:11][CH:12]1[CH2:17][CH2:16][N:15]([CH2:18][CH2:19][C:20](O)=[O:21])[CH2:14][CH2:13]1)(C(C)(C)C)(C)C.CN(C(ON1N=NC2C=CC=NC1=2)=[N+](C)C)C.F[P-](F)(F)(F)(F)F.C(N(CC)CC)C.[CH:66]1([CH2:72][NH2:73])[CH2:71][CH2:70][CH2:69][CH2:68][CH2:67]1, predict the reaction product. The product is: [CH:66]1([CH2:72][NH:73][C:20](=[O:21])[CH2:19][CH2:18][N:15]2[CH2:14][CH2:13][CH:12]([NH:11][CH2:10][C@H:9]([OH:8])[C:23]3[CH:32]=[CH:31][C:30]([OH:33])=[C:29]4[C:24]=3[CH:25]=[CH:26][C:27](=[O:34])[NH:28]4)[CH2:17][CH2:16]2)[CH2:71][CH2:70][CH2:69][CH2:68][CH2:67]1. (6) Given the reactants [Br:1][C:2]1[C:7](F)=[CH:6][CH:5]=[CH:4][C:3]=1[F:9].[N:10]1([C:16]([O:18][C:19]([CH3:22])([CH3:21])[CH3:20])=[O:17])[CH2:15][CH2:14][NH:13][CH2:12][CH2:11]1, predict the reaction product. The product is: [C:19]([O:18][C:16]([N:10]1[CH2:15][CH2:14][N:13]([C:7]2[CH:6]=[CH:5][CH:4]=[C:3]([F:9])[C:2]=2[Br:1])[CH2:12][CH2:11]1)=[O:17])([CH3:22])([CH3:20])[CH3:21]. (7) Given the reactants [Cl:1][C:2]1[CH:3]=[C:4]([CH:8]=[C:9]([Cl:13])[C:10]=1[O:11][CH3:12])[C:5](O)=[O:6].C1(C)C=CC=CC=1.S(Cl)([Cl:23])=O, predict the reaction product. The product is: [Cl:1][C:2]1[CH:3]=[C:4]([CH:8]=[C:9]([Cl:13])[C:10]=1[O:11][CH3:12])[C:5]([Cl:23])=[O:6].